This data is from Full USPTO retrosynthesis dataset with 1.9M reactions from patents (1976-2016). The task is: Predict the reactants needed to synthesize the given product. Given the product [C:31]([O:19][C:14]1[CH:15]=[CH:16][CH:17]=[CH:18][C:13]=1[N:12]1[C:8]([C:5]2[CH:4]=[CH:3][C:2]([Cl:1])=[CH:7][CH:6]=2)=[CH:9][C:10]([O:20][CH:21]2[CH2:26][CH2:25][N:24]([S:27]([CH3:30])(=[O:29])=[O:28])[CH2:23][CH2:22]2)=[N:11]1)([CH3:34])([CH3:33])[CH3:32], predict the reactants needed to synthesize it. The reactants are: [Cl:1][C:2]1[CH:7]=[CH:6][C:5]([C:8]2[N:12]([C:13]3[CH:18]=[CH:17][CH:16]=[CH:15][C:14]=3[OH:19])[N:11]=[C:10]([O:20][CH:21]3[CH2:26][CH2:25][N:24]([S:27]([CH3:30])(=[O:29])=[O:28])[CH2:23][CH2:22]3)[CH:9]=2)=[CH:4][CH:3]=1.[C:31](OC(O[C:31]([CH3:34])([CH3:33])[CH3:32])N(C)C)([CH3:34])([CH3:33])[CH3:32].